Dataset: Reaction yield outcomes from USPTO patents with 853,638 reactions. Task: Predict the reaction yield, written as a fraction of the theoretical maximum amount of product (1.0 means a 100% yield; for example, 0.34 means a 34% yield). (1) The reactants are [N:1]1([C@@H:7]2[CH2:10][C@H:9]([OH:11])[CH2:8]2)[CH2:6][CH2:5][CH2:4][CH2:3][CH2:2]1.CN1C=CN=C1.[C:18]1([CH3:28])[CH:23]=[CH:22][C:21]([S:24](Cl)(=[O:26])=[O:25])=[CH:20][CH:19]=1. The catalyst is ClCCl. The product is [CH3:28][C:18]1[CH:23]=[CH:22][C:21]([S:24]([O:11][C@H:9]2[CH2:8][C@@H:7]([N:1]3[CH2:6][CH2:5][CH2:4][CH2:3][CH2:2]3)[CH2:10]2)(=[O:26])=[O:25])=[CH:20][CH:19]=1. The yield is 0.550. (2) The reactants are C(N(CC)C(C)C)(C)C.[CH3:10][O:11][CH2:12]Cl.Cl.[C:15]([N:18]1[C:22]2[CH:23]=[CH:24][C:25]([Cl:27])=[CH:26][C:21]=2[S:20][CH:19]1[C:28]1[CH:33]=[C:32]([O:34][CH3:35])[CH:31]=[CH:30][C:29]=1[O:36][CH2:37][CH2:38][CH2:39][N:40]([CH2:44][CH2:45][OH:46])[CH:41]([CH3:43])[CH3:42])(=[O:17])[CH3:16].C(=O)([O-])O.[Na+]. The catalyst is C(Cl)Cl. The product is [C:15]([N:18]1[C:22]2[CH:23]=[CH:24][C:25]([Cl:27])=[CH:26][C:21]=2[S:20][CH:19]1[C:28]1[CH:33]=[C:32]([O:34][CH3:35])[CH:31]=[CH:30][C:29]=1[O:36][CH2:37][CH2:38][CH2:39][N:40]([CH:41]([CH3:43])[CH3:42])[CH2:44][CH2:45][O:46][CH2:12][O:11][CH3:10])(=[O:17])[CH3:16]. The yield is 0.520.